Dataset: Forward reaction prediction with 1.9M reactions from USPTO patents (1976-2016). Task: Predict the product of the given reaction. Given the reactants O[CH:2]=[C:3]1[CH2:11][CH2:10][CH:9]2[CH:5]([CH:6]=[N:7][N:8]2[CH3:12])[C:4]1=O.[OH:14][C:15]1[CH:16]=[C:17]([NH:21][C:22]([NH2:24])=[NH:23])[CH:18]=[CH:19][CH:20]=1, predict the reaction product. The product is: [CH3:12][N:8]1[C:9]2[CH2:10][CH2:11][C:3]3[CH:2]=[N:23][C:22]([NH:21][C:17]4[CH:16]=[C:15]([OH:14])[CH:20]=[CH:19][CH:18]=4)=[N:24][C:4]=3[C:5]=2[CH:6]=[N:7]1.